Task: Regression. Given a target protein amino acid sequence and a drug SMILES string, predict the binding affinity score between them. We predict pIC50 (pIC50 = -log10(IC50 in M); higher means more potent). Dataset: bindingdb_ic50.. Dataset: Drug-target binding data from BindingDB using IC50 measurements (1) The drug is Cc1nc(-c2ccccn2)nc2c1CN(c1ccc(S(C)(=O)=O)cc1)CC2. The target protein (Q69422) has sequence MPVISTQTSPVPAPRTRKNKQTQASYPVSIKTSVERGQRAKRKVQRDARPRNYKIAGIHDGLQTLAQAALPAHGWGRQDPRHKSRNLGILLDYPLGWIGDVTTHTPLVGPLVAGAVVRPVCQIVRLLEDGVNWATGWFGVHLFVVCLLSLACPCSGARVTDPDTNTTILTNCCQRNQVIYCSPSTCLHEPGCVICADECWVPANPYISHPSNWTGTDSFLADHIDFVMGALVTCDALDIGELCGACVLVGDWLVRHWLIHIDLNETGTCYLEVPTGIDPGFLGFIGWMAGKVEAVIFLTKLASQVPYAIATMFSSVHYLAVGALIYYASRGKWYQLLLALMLYIEATSGNPIRVPTGCSIAEFCSPLMIPCPCHSYLSENVSEVICYSPKWTRPVTLEYNNSISWYPYTIPGARGCMVKFKNNTWGCCRIRNVPSYCTMGTDAVWNDTRNTYEACGVTPWLTTAWHNGSALKLAILQYPGSKEMFKPHNWMSGHLYFEGS.... The pIC50 is 5.0. (2) The compound is Cc1ccc(C(=O)N[C@@H](C)CN2CCC(n3c(=O)[nH]c4ccc(F)cc43)CC2)cc1. The target protein (O14939) has sequence MTATPESLFPTGDELDSSQLQMESDEVDTLKEGEDPADRMHPFLAIYELQSLKVHPLVFAPGVPVTAQVVGTERYTSGSKVGTCTLYSVRLTHGDFSWTTKKKYRHFQELHRDLLRHKVLMSLLPLARFAVAYSPARDAGNREMPSLPRAGPEGSTRHAASKQKYLENYLNRLLTMSFYRNYHAMTEFLEVSQLSFIPDLGRKGLEGMIRKRSGGHRVPGLTCCGRDQVCYRWSKRWLVVKDSFLLYMCLETGAISFVQLFDPGFEVQVGKRSTEARHGVRIDTSHRSLILKCSSYRQARWWAQEITELAQGPGRDFLQLHRHDSYAPPRPGTLARWFVNGAGYFAAVADAILRAQEEIFITDWWLSPEVYLKRPAHSDDWRLDIMLKRKAEEGVRVSILLFKEVELALGINSGYSKRALMLLHPNIKVMRHPDQVTLWAHHEKLLVVDQVVAFLGGLDLAYGRWDDLHYRLTDLGDSSESAASQPPTPRPDSPATPDLS.... The pIC50 is 6.7. (3) The drug is Clc1ccccc1C1=NOC(Cc2ccccc2)O1. The target protein (P08659) has sequence MEDAKNIKKGPAPFYPLEDGTAGEQLHKAMKRYALVPGTIAFTDAHIEVNITYAEYFEMSVRLAEAMKRYGLNTNHRIVVCSENSLQFFMPVLGALFIGVAVAPANDIYNERELLNSMNISQPTVVFVSKKGLQKILNVQKKLPIIQKIIIMDSKTDYQGFQSMYTFVTSHLPPGFNEYDFVPESFDRDKTIALIMNSSGSTGLPKGVALPHRTACVRFSHARDPIFGNQIIPDTAILSVVPFHHGFGMFTTLGYLICGFRVVLMYRFEEELFLRSLQDYKIQSALLVPTLFSFFAKSTLIDKYDLSNLHEIASGGAPLSKEVGEAVAKRFHLPGIRQGYGLTETTSAILITPEGDDKPGAVGKVVPFFEAKVVDLDTGKTLGVNQRGELCVRGPMIMSGYVNNPEATNALIDKDGWLHSGDIAYWDEDEHFFIVDRLKSLIKYKGYQVAPAELESILLQHPNIFDAGVAGLPDDDAGELPAAVVVLEHGKTMTEKEIVD.... The pIC50 is 9.2.